From a dataset of Reaction yield outcomes from USPTO patents with 853,638 reactions. Predict the reaction yield, written as a fraction of the theoretical maximum amount of product (1.0 means a 100% yield; for example, 0.34 means a 34% yield). (1) The reactants are [CH2:1]([O:3][CH:4]([O:11][CH2:12][CH3:13])[CH2:5][C:6]([O:8]CC)=[O:7])[CH3:2].[OH-].[Na+].Cl. The catalyst is O. The product is [CH2:12]([O:11][CH:4]([O:3][CH2:1][CH3:2])[CH2:5][C:6]([OH:8])=[O:7])[CH3:13]. The yield is 0.700. (2) The reactants are Cl[C:2]1[C:3]([C:10]([OH:12])=[O:11])=[N:4][N:5]([CH3:9])[C:6](=[O:8])[CH:7]=1.[F:13][C:14]1[CH:20]=[C:19]([I:21])[CH:18]=[CH:17][C:15]=1[NH2:16].C[Si]([N-][Si](C)(C)C)(C)C.[Li+]. The catalyst is O1CCCC1. The product is [F:13][C:14]1[CH:20]=[C:19]([I:21])[CH:18]=[CH:17][C:15]=1[NH:16][C:2]1[C:3]([C:10]([OH:12])=[O:11])=[N:4][N:5]([CH3:9])[C:6](=[O:8])[CH:7]=1. The yield is 1.00. (3) The reactants are [CH2:1]([O:3][CH:4]([O:7][CH2:8][CH3:9])[C:5]#[N:6])[CH3:2].[CH3:10][O-:11].[Na+]. The catalyst is CO. The product is [CH2:1]([O:3][CH:4]([O:7][CH2:8][CH3:9])[C:5](=[NH:6])[O:11][CH3:10])[CH3:2]. The yield is 0.960. (4) The reactants are [C:1]1(C)C=CC=CC=1.[CH3:8][C:9]1[CH:18]=[CH:17][C:16]2[C:11](=[CH:12][CH:13]=[CH:14][C:15]=2[N:19]2[CH2:24][CH2:23][N:22]([CH2:25][CH2:26][C:27]([C:29]3[CH:30]=[CH:31][C:32]4[O:37][CH2:36][C:35](=[O:38])[NH:34][C:33]=4[CH:39]=3)=O)[CH2:21][CH2:20]2)[N:10]=1. The catalyst is C1COCC1.[CH3-].C[Al+]C.[CH-]1C=CC=C1.[CH-]1C=CC=C1.[Cl-].[Ti+3]. The product is [CH3:8][C:9]1[CH:18]=[CH:17][C:16]2[C:11](=[CH:12][CH:13]=[CH:14][C:15]=2[N:19]2[CH2:24][CH2:23][N:22]([CH2:25][CH2:26][C:27]([C:29]3[CH:30]=[CH:31][C:32]4[O:37][CH2:36][C:35](=[O:38])[NH:34][C:33]=4[CH:39]=3)=[CH2:1])[CH2:21][CH2:20]2)[N:10]=1. The yield is 0.260. (5) The reactants are C([O-])=O.[NH4+].[N+:5]([C:8]1[CH:9]=[C:10]([NH:14][C:15]([C:17]2[C:18]([C:23]3[CH:28]=[CH:27][C:26]([C:29]([F:32])([F:31])[F:30])=[CH:25][CH:24]=3)=[CH:19][CH:20]=[CH:21][CH:22]=2)=[O:16])[CH:11]=[CH:12][CH:13]=1)([O-])=O.C1COCC1. The catalyst is [OH-].[OH-].[Pd+2].C(O)(C)C.C(OCC)(=O)C. The product is [NH2:5][C:8]1[CH:9]=[C:10]([NH:14][C:15]([C:17]2[C:18]([C:23]3[CH:28]=[CH:27][C:26]([C:29]([F:30])([F:31])[F:32])=[CH:25][CH:24]=3)=[CH:19][CH:20]=[CH:21][CH:22]=2)=[O:16])[CH:11]=[CH:12][CH:13]=1. The yield is 0.940.